From a dataset of Catalyst prediction with 721,799 reactions and 888 catalyst types from USPTO. Predict which catalyst facilitates the given reaction. (1) Reactant: Cl[CH2:2][C:3]([N:5]([CH3:16])[C:6]1[CH:11]=[CH:10][CH:9]=[C:8]([C:12]([F:15])([F:14])[F:13])[CH:7]=1)=[O:4].[SH:17][C:18]1[C:23]([C:24]#[N:25])=[CH:22][CH:21]=[C:20]([C:26]2[S:27][CH:28]=[CH:29][CH:30]=2)[N:19]=1.CC[O-].[Na+]. Product: [NH2:25][C:24]1[C:23]2[C:18](=[N:19][C:20]([C:26]3[S:27][CH:28]=[CH:29][CH:30]=3)=[CH:21][CH:22]=2)[S:17][C:2]=1[C:3]([N:5]([CH3:16])[C:6]1[CH:11]=[CH:10][CH:9]=[C:8]([C:12]([F:15])([F:14])[F:13])[CH:7]=1)=[O:4]. The catalyst class is: 14. (2) Reactant: [NH2:1][C:2]1[CH:3]=[CH:4][CH:5]=[C:6]2[C:11]=1[CH2:10][C:9](=[O:12])[CH2:8][CH2:7]2.[BH4-].[Na+].O. Product: [NH2:1][C:2]1[CH:3]=[CH:4][CH:5]=[C:6]2[C:11]=1[CH2:10][CH:9]([OH:12])[CH2:8][CH2:7]2. The catalyst class is: 5.